This data is from Reaction yield outcomes from USPTO patents with 853,638 reactions. The task is: Predict the reaction yield, written as a fraction of the theoretical maximum amount of product (1.0 means a 100% yield; for example, 0.34 means a 34% yield). (1) The reactants are [O:1]=[S:2]1(=[O:10])[CH2:6][CH2:5]C(C(O)=O)N1.C[N:12]([CH:14]=O)[CH3:13].Br[CH2:17][C:18]1[CH:23]=[CH:22][CH:21]=[CH:20][CH:19]=1.[C:24]([O-:27])([O-])=[O:25].[K+].[K+]. The catalyst is O. The product is [CH2:17]([O:27][C:24]([CH:13]1[CH2:5][CH2:6][S:2](=[O:1])(=[O:10])[N:12]1[CH2:14][C:18]1[CH:23]=[CH:22][CH:21]=[CH:20][CH:19]=1)=[O:25])[C:18]1[CH:23]=[CH:22][CH:21]=[CH:20][CH:19]=1. The yield is 0.470. (2) The reactants are O[CH2:2][CH2:3][N:4]([CH:36]([CH3:38])[CH3:37])[C:5]([C:7]1[C:12]([O:13][CH2:14][C:15]2[CH:20]=[CH:19][CH:18]=[CH:17][CH:16]=2)=[C:11]([OH:21])[N:10]=[C:9]([CH2:22][C:23]2([C:28]3[CH:33]=[C:32]([Cl:34])[CH:31]=[CH:30][C:29]=3[Cl:35])[CH2:27][CH2:26][CH2:25][CH2:24]2)[N:8]=1)=[O:6].C1(P(C2C=CC=CC=2)C2C=CC=CC=2)C=CC=CC=1.N(C(OC(C)C)=O)=NC(OC(C)C)=O.C(OCC)(=O)C. The catalyst is O1CCCC1. The product is [CH2:14]([O:13][C:12]1[C:11](=[O:21])[N:10]=[C:9]([CH2:22][C:23]2([C:28]3[CH:33]=[C:32]([Cl:34])[CH:31]=[CH:30][C:29]=3[Cl:35])[CH2:27][CH2:26][CH2:25][CH2:24]2)[N:8]2[CH2:2][CH2:3][N:4]([CH:36]([CH3:37])[CH3:38])[C:5](=[O:6])[C:7]=12)[C:15]1[CH:20]=[CH:19][CH:18]=[CH:17][CH:16]=1. The yield is 0.331. (3) The reactants are [NH2:1][C:2]1[C:7]([OH:8])=[CH:6][CH:5]=[CH:4][N:3]=1.[C:9](N1C=CN=C1)(N1C=CN=C1)=[O:10]. The catalyst is C1COCC1. The product is [O:8]1[C:7]2[C:2](=[N:3][CH:4]=[CH:5][CH:6]=2)[NH:1][C:9]1=[O:10]. The yield is 0.810. (4) The reactants are [F:1][C:2]1([F:30])[CH2:7][CH2:6][N:5]([C:8]([C:10]2[NH:11][C:12]3[C:17]([CH:18]=2)=[CH:16][C:15]([C:19]([N:21]2[CH2:26][CH2:25][N:24]([CH:27]([CH3:29])[CH3:28])[CH2:23][CH2:22]2)=[O:20])=[CH:14][CH:13]=3)=[O:9])[CH2:4][CH2:3]1.[H-].[Na+].Br[CH:34]([CH3:36])[CH3:35]. The catalyst is CN(C)C=O. The product is [F:30][C:2]1([F:1])[CH2:7][CH2:6][N:5]([C:8]([C:10]2[N:11]([CH:34]([CH3:36])[CH3:35])[C:12]3[C:17]([CH:18]=2)=[CH:16][C:15]([C:19]([N:21]2[CH2:22][CH2:23][N:24]([CH:27]([CH3:28])[CH3:29])[CH2:25][CH2:26]2)=[O:20])=[CH:14][CH:13]=3)=[O:9])[CH2:4][CH2:3]1. The yield is 0.540. (5) The reactants are [C:1]([Si:5]([CH3:33])([CH3:32])[O:6][CH2:7][CH2:8][O:9][C:10]1[CH:11]=[CH:12][C:13]([CH2:30][OH:31])=[N:14][C:15]=1[C:16]1[CH:21]=[CH:20][C:19]([S:22]([CH3:25])(=[O:24])=[O:23])=[CH:18][C:17]=1[C:26]([F:29])([F:28])[F:27])([CH3:4])([CH3:3])[CH3:2].I(C1C=CC=CC=1C(O)=O)(=O)=O. The catalyst is CS(C)=O.O. The product is [C:1]([Si:5]([CH3:33])([CH3:32])[O:6][CH2:7][CH2:8][O:9][C:10]1[CH:11]=[CH:12][C:13]([CH:30]=[O:31])=[N:14][C:15]=1[C:16]1[CH:21]=[CH:20][C:19]([S:22]([CH3:25])(=[O:24])=[O:23])=[CH:18][C:17]=1[C:26]([F:28])([F:27])[F:29])([CH3:4])([CH3:3])[CH3:2]. The yield is 0.710. (6) The reactants are [CH2:1]([O:12][CH2:13][CH2:14][O:15][CH2:16][CH2:17][O:18][CH2:19][CH2:20][OH:21])[CH2:2][CH2:3][CH2:4][CH2:5]CCCCC=C.C[OH:23].[S:24]1[CH:28]=[CH:27][CH:26]=[C:25]1[CH2:29][C:30](O)=O.Cl.Cl.N([C:43]([CH3:48])(C)C(N)=N)=NC(C)(C)C(N)=N. The catalyst is CO.C(OCC)(=O)C.CCCCCC. The product is [OH:21][CH2:20][CH2:19][O:18][CH2:17][CH2:16][O:15][CH2:14][CH2:13][O:12][CH2:1][CH2:2][CH2:3][CH2:4][CH2:5][CH2:30][CH2:29][CH2:25][CH2:26][CH2:27][CH2:28][S:24][C:43](=[O:23])[CH3:48]. The yield is 0.980. (7) The yield is 0.711. The catalyst is C(O)C.[Ni](Cl)Cl. The reactants are [BH4-].[Na+].[CH3:3][C@@H:4]([CH2:16][CH2:17][CH:18]=[C:19]([CH3:21])[CH3:20])[CH2:5][CH2:6][O:7][C:8]1[CH:13]=[CH:12][C:11]([C:14]#[N:15])=[CH:10][CH:9]=1. The product is [CH3:3][C@@H:4]([CH2:16][CH2:17][CH:18]=[C:19]([CH3:20])[CH3:21])[CH2:5][CH2:6][O:7][C:8]1[CH:9]=[CH:10][C:11]([CH2:14][NH2:15])=[CH:12][CH:13]=1. (8) The reactants are [H-].[Li+].C([Al+]CC(C)C)C(C)C.[H-].C([O:16][C:17](=O)[C:18]1[CH:23]=[CH:22][CH:21]=[C:20]([CH:24]([CH3:26])[CH3:25])[C:19]=1[O:27][CH2:28][CH2:29][CH3:30])CC. The catalyst is C1COCC1. The product is [CH:24]([C:20]1[C:19]([O:27][CH2:28][CH2:29][CH3:30])=[C:18]([CH2:17][OH:16])[CH:23]=[CH:22][CH:21]=1)([CH3:26])[CH3:25]. The yield is 0.970. (9) The reactants are [CH2:1]([N:9]1[C:13]([C:14]2[CH:19]=[CH:18][CH:17]=[CH:16][CH:15]=2)=[C:12]([C:20]([OH:22])=O)[N:11]=[CH:10]1)[CH2:2][C:3]1[CH:8]=[CH:7][CH:6]=[CH:5][CH:4]=1.ON1C2C=CC=CC=2N=N1.O.[Cl:34][C:35]1[CH:43]=[CH:42][CH:41]=[CH:40][C:36]=1[CH2:37][NH:38][CH3:39].C(N(CC)CC)C.CCN=C=NCCCN(C)C.Cl. The catalyst is C(Cl)Cl. The product is [Cl:34][C:35]1[CH:43]=[CH:42][CH:41]=[CH:40][C:36]=1[CH2:37][N:38]([CH3:39])[C:20]([C:12]1[N:11]=[CH:10][N:9]([CH2:1][CH2:2][C:3]2[CH:4]=[CH:5][CH:6]=[CH:7][CH:8]=2)[C:13]=1[C:14]1[CH:19]=[CH:18][CH:17]=[CH:16][CH:15]=1)=[O:22]. The yield is 0.600.